Dataset: Forward reaction prediction with 1.9M reactions from USPTO patents (1976-2016). Task: Predict the product of the given reaction. (1) Given the reactants C[O:2][C:3](=[O:23])[CH:4]([N:11]1[C:19]2[C:14](=[CH:15][C:16]([Cl:20])=[CH:17][CH:18]=2)[C:13](=[O:21])[C:12]1=[O:22])[CH2:5][CH:6]1[CH2:10][CH2:9][CH2:8][CH2:7]1.O.[OH-].[Li+], predict the reaction product. The product is: [Cl:20][C:16]1[CH:15]=[C:14]2[C:19](=[CH:18][CH:17]=1)[N:11]([CH:4]([CH2:5][CH:6]1[CH2:7][CH2:8][CH2:9][CH2:10]1)[C:3]([OH:23])=[O:2])[C:12](=[O:22])[C:13]2=[O:21]. (2) Given the reactants [NH2:1][C:2]1[CH:3]=[C:4]([C:8]2[N:9]=[C:10]3[N:14]([C:15]=2[C:16]2[CH:21]=[CH:20][N:19]=[C:18]([NH:22][C:23]4[CH:28]=[CH:27][CH:26]=[C:25]([CH2:29][CH2:30][N:31]5[CH2:36][CH2:35][O:34][CH2:33][CH2:32]5)[CH:24]=4)[N:17]=2)[CH:13]=[CH:12][S:11]3)[CH:5]=[CH:6][CH:7]=1.NC1C=C(C2N=C3N(C=2C2C=CN=C(NC4C=CC=C(OCCCN5CCOCC5)C=4)N=2)C=CS3)C=CC=1.[CH3:75][C:76]1[CH:84]=[CH:83][CH:82]=[CH:81][C:77]=1[C:78](Cl)=[O:79].FC1C=CC=C(F)C=1C(Cl)=O, predict the reaction product. The product is: [CH3:75][C:76]1[CH:84]=[CH:83][CH:82]=[CH:81][C:77]=1[C:78]([NH:1][C:2]1[CH:7]=[CH:6][CH:5]=[C:4]([C:8]2[N:9]=[C:10]3[N:14]([C:15]=2[C:16]2[CH:21]=[CH:20][N:19]=[C:18]([NH:22][C:23]4[CH:28]=[CH:27][CH:26]=[C:25]([CH2:29][CH2:30][N:31]5[CH2:36][CH2:35][O:34][CH2:33][CH2:32]5)[CH:24]=4)[N:17]=2)[CH:13]=[CH:12][S:11]3)[CH:3]=1)=[O:79]. (3) Given the reactants [CH2:1]([O:4][C:5]1[CH:12]=[CH:11][C:8]([CH:9]=[O:10])=[CH:7][C:6]=1[Cl:13])[CH:2]=[CH2:3].[OH2:14].C[N+]1([O-])CC[O:19]CC1, predict the reaction product. The product is: [OH:14][CH:2]([CH2:3][OH:19])[CH2:1][O:4][C:5]1[CH:12]=[CH:11][C:8]([CH:9]=[O:10])=[CH:7][C:6]=1[Cl:13]. (4) Given the reactants C([O:5][C:6](=[O:36])[CH2:7][N:8]1[C:12]2[CH:13]=[CH:14][C:15]([N:17]([CH2:26][C:27]3[CH:32]=[CH:31][CH:30]=[CH:29][CH:28]=3)[C:18]([CH:20]3[CH2:25][CH2:24][CH2:23][CH2:22][CH2:21]3)=[O:19])=[CH:16][C:11]=2[N:10]=[C:9]1[CH2:33][CH2:34][CH3:35])(C)(C)C.C(O)(C(F)(F)F)=O, predict the reaction product. The product is: [CH2:26]([N:17]([C:18]([CH:20]1[CH2:25][CH2:24][CH2:23][CH2:22][CH2:21]1)=[O:19])[C:15]1[CH:14]=[CH:13][C:12]2[N:8]([CH2:7][C:6]([OH:36])=[O:5])[C:9]([CH2:33][CH2:34][CH3:35])=[N:10][C:11]=2[CH:16]=1)[C:27]1[CH:32]=[CH:31][CH:30]=[CH:29][CH:28]=1. (5) Given the reactants [Cl:1][C:2]1[C:3]([F:31])=[C:4]([CH:28]=[CH:29][CH:30]=1)[C:5]([N:7]1[CH2:12][CH2:11][N:10]([CH2:13][C:14]2[CH:15]=[C:16]([CH:19]=[C:20]([NH:22][C:23]3[S:24][CH:25]=[CH:26][N:27]=3)[N:21]=2)[C:17]#[N:18])[CH2:9][CH2:8]1)=[O:6].[N-:32]=[N+:33]=[N-:34].[Na+].Cl.C(N(CC)CC)C, predict the reaction product. The product is: [Cl:1][C:2]1[C:3]([F:31])=[C:4]([CH:28]=[CH:29][CH:30]=1)[C:5]([N:7]1[CH2:12][CH2:11][N:10]([CH2:13][C:14]2[N:21]=[C:20]([NH:22][C:23]3[S:24][CH:25]=[CH:26][N:27]=3)[CH:19]=[C:16]([C:17]3[N:32]=[N:33][NH:34][N:18]=3)[CH:15]=2)[CH2:9][CH2:8]1)=[O:6]. (6) Given the reactants [CH3:1][C:2]([C:4]1[CH:9]=[CH:8][C:7](Br)=[CH:6][CH:5]=1)=[O:3].[CH:11]1([CH2:14][N:15]2[CH2:21][CH2:20][CH2:19][N:18]([C:22]([C@H:24]3[CH2:28][CH2:27][NH:26][CH2:25]3)=[O:23])[CH2:17][CH2:16]2)[CH2:13][CH2:12]1, predict the reaction product. The product is: [CH:11]1([CH2:14][N:15]2[CH2:21][CH2:20][CH2:19][N:18]([C:22]([C@H:24]3[CH2:28][CH2:27][N:26]([C:7]4[CH:8]=[CH:9][C:4]([C:2](=[O:3])[CH3:1])=[CH:5][CH:6]=4)[CH2:25]3)=[O:23])[CH2:17][CH2:16]2)[CH2:13][CH2:12]1. (7) Given the reactants [NH2:1][C:2]1[CH:7]=[CH:6][C:5]([N:8]2[C:16](=[O:17])[C:15]3[C:10](=[CH:11][CH:12]=[CH:13][CH:14]=3)[C:9]2=[O:18])=[C:4]([F:19])[C:3]=1[CH2:20][CH2:21]O.C(=O)([O-])[O-].[K+].[K+], predict the reaction product. The product is: [F:19][C:4]1[C:5]([N:8]2[C:16](=[O:17])[C:15]3[C:10](=[CH:11][CH:12]=[CH:13][CH:14]=3)[C:9]2=[O:18])=[CH:6][CH:7]=[C:2]2[C:3]=1[CH:20]=[CH:21][NH:1]2.